From a dataset of Catalyst prediction with 721,799 reactions and 888 catalyst types from USPTO. Predict which catalyst facilitates the given reaction. (1) Reactant: FC(F)(F)C(O)=O.FC(F)(F)C(O)=O.[NH2:15][CH2:16][CH2:17][N:18]1[CH2:23][CH2:22][N:21]([C:24]2[C:25]3[S:32][C:31]([C:33]([NH2:35])=[O:34])=[CH:30][C:26]=3[N:27]=[CH:28][N:29]=2)[CH2:20][CH2:19]1.CN(C(ON1N=NC2C=CC=NC1=2)=[N+](C)C)C.F[P-](F)(F)(F)(F)F.[CH2:60]([O:67][P:68]([O:78][C:79]1[CH:80]=[C:81]([CH:85]=[CH:86][CH:87]=1)[C:82](O)=[O:83])([O:70][CH2:71][C:72]1[CH:77]=[CH:76][CH:75]=[CH:74][CH:73]=1)=[O:69])[C:61]1[CH:66]=[CH:65][CH:64]=[CH:63][CH:62]=1. Product: [P:68]([O:78][C:79]1[CH:87]=[CH:86][CH:85]=[C:81]([C:82](=[O:83])[NH:15][CH2:16][CH2:17][N:18]2[CH2:23][CH2:22][N:21]([C:24]3[C:25]4[S:32][C:31]([C:33](=[O:34])[NH2:35])=[CH:30][C:26]=4[N:27]=[CH:28][N:29]=3)[CH2:20][CH2:19]2)[CH:80]=1)([O:70][CH2:71][C:72]1[CH:77]=[CH:76][CH:75]=[CH:74][CH:73]=1)([O:67][CH2:60][C:61]1[CH:66]=[CH:65][CH:64]=[CH:63][CH:62]=1)=[O:69]. The catalyst class is: 85. (2) Reactant: [CH3:1][O-:2].[Na+].[CH2:4]([O:6][CH:7]([O:10][CH2:11][CH3:12])[C:8]#[N:9])[CH3:5]. Product: [CH2:4]([O:6][CH:7]([O:10][CH2:11][CH3:12])[C:8](=[NH:9])[O:2][CH3:1])[CH3:5]. The catalyst class is: 5. (3) Reactant: [CH3:1][CH:2]1[CH2:7][CH2:6][CH2:5][NH:4][CH:3]1[C:8]1[CH:13]=[CH:12][CH:11]=[CH:10][C:9]=1[CH3:14].C[CH:16]1[CH2:21][CH2:20][CH2:19]N[CH:17]1[CH:22]1[CH2:27][CH2:26][CH2:25][CH2:24][CH:23]1[CH3:28].ClCC(N([CH2:43][C:44]1[CH:49]=[CH:48][CH:47]=[CH:46][C:45]=1[F:50])C1CC2C(=CC=CC=2)C1)=O.C(=O)([O-])[O-:52].[K+].[K+]. Product: [F:50][C:45]1[CH:46]=[CH:47][CH:48]=[CH:49][C:44]=1[CH2:43][CH:21]([CH:16]1[CH2:17][C:22]2[C:23](=[CH:24][CH:25]=[CH:26][CH:27]=2)[CH2:28]1)[C:20](=[O:52])[CH2:19][N:4]1[CH2:5][CH2:6][CH2:7][CH:2]([CH3:1])[CH:3]1[C:8]1[CH:13]=[CH:12][CH:11]=[CH:10][C:9]=1[CH3:14]. The catalyst class is: 47. (4) Reactant: [NH2:1][C@H:2]([C:40]1[CH:45]=[CH:44][CH:43]=[CH:42][CH:41]=1)[CH2:3][N:4]1[C:9](=[O:10])[C:8]2[C:11]3([O:25][CH2:26][C:7]=2[N:6]([CH2:27][C:28]2[C:33]([C:34]([F:37])([F:36])[F:35])=[CH:32][CH:31]=[CH:30][C:29]=2[F:38])[C:5]1=[O:39])[CH2:16][CH2:15][N:14]([CH2:17][C:18]1[CH:23]=[CH:22][CH:21]=[C:20]([Cl:24])[CH:19]=1)[CH2:13][CH2:12]3.[Na+].[I-].C([O-])([O-])=O.[K+].[K+].Br[CH2:55][CH2:56][CH2:57][C:58]#[N:59]. Product: [Cl:24][C:20]1[CH:19]=[C:18]([CH:23]=[CH:22][CH:21]=1)[CH2:17][N:14]1[CH2:15][CH2:16][C:11]2([C:8]3[C:9](=[O:10])[N:4]([CH2:3][C@H:2]([NH:1][CH2:55][CH2:56][CH2:57][C:58]#[N:59])[C:40]4[CH:41]=[CH:42][CH:43]=[CH:44][CH:45]=4)[C:5](=[O:39])[N:6]([CH2:27][C:28]4[C:33]([C:34]([F:37])([F:36])[F:35])=[CH:32][CH:31]=[CH:30][C:29]=4[F:38])[C:7]=3[CH2:26][O:25]2)[CH2:12][CH2:13]1. The catalyst class is: 10. (5) Reactant: [CH3:1][C:2]1[CH:3]=[C:4]2[C:9](=[CH:10][CH:11]=1)[NH:8][CH2:7][CH2:6][CH2:5]2.[F:12][C:13]([F:30])([F:29])[CH:14]1[CH2:16][N:15]1[S:17]([C:20]1[C:25]([CH3:26])=[CH:24][C:23]([CH3:27])=[CH:22][C:21]=1[CH3:28])(=[O:19])=[O:18]. Product: [CH3:28][C:21]1[CH:22]=[C:23]([CH3:27])[CH:24]=[C:25]([CH3:26])[C:20]=1[S:17]([NH:15][CH:14]([CH2:16][N:8]1[C:9]2[C:4](=[CH:3][C:2]([CH3:1])=[CH:11][CH:10]=2)[CH2:5][CH2:6][CH2:7]1)[C:13]([F:30])([F:12])[F:29])(=[O:18])=[O:19]. The catalyst class is: 1.